Dataset: Reaction yield outcomes from USPTO patents with 853,638 reactions. Task: Predict the reaction yield, written as a fraction of the theoretical maximum amount of product (1.0 means a 100% yield; for example, 0.34 means a 34% yield). (1) The reactants are [CH:1]([S:4]([C:7]1[CH:8]=[C:9]2[C:13](=[C:14]([O:16][C:17]3[CH:22]=[CH:21][C:20]([S:23]([CH3:26])(=[O:25])=[O:24])=[CH:19][CH:18]=3)[CH:15]=1)[NH:12][N:11]=[CH:10]2)(=[O:6])=[O:5])([CH3:3])[CH3:2].[Br:27]N1C(=O)CCC1=O. The catalyst is CN(C=O)C.C(OCC)(=O)C.BrN1C(=O)CCC1=O. The product is [Br:27][C:10]1[C:9]2[C:13](=[C:14]([O:16][C:17]3[CH:22]=[CH:21][C:20]([S:23]([CH3:26])(=[O:25])=[O:24])=[CH:19][CH:18]=3)[CH:15]=[C:7]([S:4]([CH:1]([CH3:3])[CH3:2])(=[O:6])=[O:5])[CH:8]=2)[NH:12][N:11]=1. The yield is 0.830. (2) The reactants are [CH2:1]1[C:9]2[C:4](=[CH:5][CH:6]=[CH:7][CH:8]=2)[CH2:3][N:2]1[N:10]([CH3:46])[C:11](=[O:45])[CH2:12][N:13]([C:30]1[CH:35]=[CH:34][C:33](B2OCC(C)(C)CO2)=[CH:32][C:31]=1[CH3:44])[CH2:14][C:15]([NH:17][CH2:18][CH2:19][N:20]([C:23]([O:25][C:26]([CH3:29])([CH3:28])[CH3:27])=[O:24])[CH2:21][CH3:22])=[O:16].[CH3:47][O:48][C:49](=[O:57])[C:50]1[CH:55]=[CH:54][C:53](Br)=[N:52][CH:51]=1.P([O-])([O-])([O-])=O.[K+].[K+].[K+]. The catalyst is O1CCOCC1.C(OCC)(=O)C.C1CCC(P(C2CCCCC2)C2CCCCC2)CC1.C1CCC(P(C2CCCCC2)C2CCCCC2)CC1.[Cl-].[Cl-].[Pd+2]. The yield is 0.710. The product is [CH2:1]1[C:9]2[C:4](=[CH:5][CH:6]=[CH:7][CH:8]=2)[CH2:3][N:2]1[N:10]([CH3:46])[C:11](=[O:45])[CH2:12][N:13]([C:30]1[CH:35]=[CH:34][C:33]([C:53]2[CH:54]=[CH:55][C:50]([C:49]([O:48][CH3:47])=[O:57])=[CH:51][N:52]=2)=[CH:32][C:31]=1[CH3:44])[CH2:14][C:15]([NH:17][CH2:18][CH2:19][N:20]([C:23]([O:25][C:26]([CH3:28])([CH3:27])[CH3:29])=[O:24])[CH2:21][CH3:22])=[O:16].